Dataset: TCR-epitope binding with 47,182 pairs between 192 epitopes and 23,139 TCRs. Task: Binary Classification. Given a T-cell receptor sequence (or CDR3 region) and an epitope sequence, predict whether binding occurs between them. (1) The epitope is KPLEFGATSAAL. The TCR CDR3 sequence is CSVGFPGSNYGYTF. Result: 1 (the TCR binds to the epitope). (2) The epitope is SLVKPSFYV. The TCR CDR3 sequence is CASSLWQGPGSYEQYF. Result: 1 (the TCR binds to the epitope). (3) The epitope is TPINLVRDL. The TCR CDR3 sequence is CASSQGLGSYEQYF. Result: 1 (the TCR binds to the epitope). (4) The epitope is YFPLQSYGF. The TCR CDR3 sequence is CAHDIGQGANQPQHF. Result: 1 (the TCR binds to the epitope). (5) The epitope is GLIYNRMGAVTTEV. The TCR CDR3 sequence is CASSLDAGSVREQFF. Result: 1 (the TCR binds to the epitope).